This data is from Full USPTO retrosynthesis dataset with 1.9M reactions from patents (1976-2016). The task is: Predict the reactants needed to synthesize the given product. (1) Given the product [F:21][C:22]1[CH:29]=[CH:28][C:25]([CH2:26][O:7][C:8]2[CH:9]=[CH:10][C:11]3[CH:12]([CH3:20])[CH:13]4[CH2:17][NH:16][CH2:15][CH:14]4[C:18]=3[CH:19]=2)=[CH:24][CH:23]=1, predict the reactants needed to synthesize it. The reactants are: C(NC(=O)[O-])C.[OH:7][C:8]1[CH:9]=[CH:10][C:11]2[CH:12]([CH3:20])[CH:13]3[CH2:17][NH:16][CH2:15][CH:14]3[C:18]=2[CH:19]=1.[F:21][C:22]1[CH:29]=[CH:28][C:25]([CH2:26]Br)=[CH:24][CH:23]=1. (2) Given the product [OH:23][NH:22][C:14](=[O:16])[CH2:13][CH:3]1[C:2](=[O:1])[NH:8][C:7]2[CH:9]=[CH:10][CH:11]=[CH:12][C:6]=2[CH2:5][CH2:4]1, predict the reactants needed to synthesize it. The reactants are: [O:1]=[C:2]1[NH:8][C:7]2[CH:9]=[CH:10][CH:11]=[CH:12][C:6]=2[CH2:5][CH2:4][CH:3]1[CH2:13][C:14]([OH:16])=O.C(C(Cl)=O)C.[NH2:22][OH:23]. (3) Given the product [F:50][C:47]1[CH:48]=[CH:49][C:44]2[N:45]([CH:51]=[C:42]([C:40]([NH:39][C@H:36]3[CH2:37][CH2:38][C@@H:33]([N:23]4[C:24](=[O:32])[C:25]5[CH:30]=[C:29]([F:31])[CH:28]=[N:27][C:26]=5[N:21]([C:17]5[CH:16]=[C:15]([C:12]6[CH:11]=[CH:10][C:9]([CH2:8][CH2:7][CH2:59][N:66]7[CH2:67][CH2:68][NH:69][CH2:70][CH2:71]7)=[CH:14][CH:13]=6)[CH:20]=[CH:19][CH:18]=5)[C:22]4=[O:52])[CH2:34][CH2:35]3)=[O:41])[N:43]=2)[CH:46]=1, predict the reactants needed to synthesize it. The reactants are: CS(OC[CH2:7][CH2:8][C:9]1[CH:14]=[CH:13][C:12]([C:15]2[CH:20]=[CH:19][CH:18]=[C:17]([N:21]3[C:26]4[N:27]=[CH:28][C:29]([F:31])=[CH:30][C:25]=4[C:24](=[O:32])[N:23]([C@H:33]4[CH2:38][CH2:37][C@@H:36]([NH:39][C:40]([C:42]5[N:43]=[C:44]6[CH:49]=[CH:48][C:47]([F:50])=[CH:46][N:45]6[CH:51]=5)=[O:41])[CH2:35][CH2:34]4)[C:22]3=[O:52])[CH:16]=2)=[CH:11][CH:10]=1)(=O)=O.C(=O)([O-])[O-].[K+].[K+].[C:59]([N:66]1[CH2:71][CH2:70][NH:69][CH2:68][CH2:67]1)(OC(C)(C)C)=O.Cl. (4) Given the product [F:24][C:22]1[CH:21]=[CH:20][C:19]([O:25][CH3:26])=[C:18]([C:17]2[CH:16]=[CH:15][N:14]=[C:13]3[NH:27][C:10]([C:3]4[CH2:4][CH:5]5[N:9]([S:36]([CH3:35])(=[O:38])=[O:37])[CH:1]([CH2:8][CH2:7][CH2:6]5)[CH:2]=4)=[CH:11][C:12]=23)[CH:23]=1, predict the reactants needed to synthesize it. The reactants are: [CH:1]12[NH:9][CH:5]([CH2:6][CH2:7][CH2:8]1)[CH2:4][C:3]([C:10]1[NH:27][C:13]3=[N:14][CH:15]=[CH:16][C:17]([C:18]4[CH:23]=[C:22]([F:24])[CH:21]=[CH:20][C:19]=4[O:25][CH3:26])=[C:12]3[CH:11]=1)=[CH:2]2.C(N(CC)CC)C.[CH3:35][S:36](Cl)(=[O:38])=[O:37].O. (5) Given the product [CH:6]([OH:36])=[O:5].[NH2:7][C@H:8]([CH2:26][C:27]1[CH:32]=[C:31]([F:33])[C:30]([F:34])=[CH:29][C:28]=1[F:35])[CH2:9][C:10]([N:11]1[CH2:15][CH2:14][CH2:13][C@H:12]1[C:16]1[N:20]=[C:19]([C:21]2([F:24])[CH2:23][CH2:22]2)[O:18][N:17]=1)=[O:25], predict the reactants needed to synthesize it. The reactants are: C([O:5][C:6](=[O:36])[NH:7][C@H:8]([CH2:26][C:27]1[CH:32]=[C:31]([F:33])[C:30]([F:34])=[CH:29][C:28]=1[F:35])[CH2:9][C:10](=[O:25])[N:11]1[CH2:15][CH2:14][CH2:13][C@H:12]1[C:16]1[N:20]=[C:19]([C:21]2([F:24])[CH2:23][CH2:22]2)[O:18][N:17]=1)(C)(C)C. (6) Given the product [C:1]([O:5][C:6](=[O:34])[NH:7][CH2:8][C:9]#[C:10][C:11]1[CH:16]=[CH:15][CH:14]=[C:13]([C:17]([C:19]2[C:27]3[C:26]([NH2:35])=[N:25][CH:24]=[N:23][C:22]=3[N:21]([CH:29]3[CH2:33][CH2:32][CH2:31][CH2:30]3)[CH:20]=2)=[O:18])[CH:12]=1)([CH3:4])([CH3:3])[CH3:2], predict the reactants needed to synthesize it. The reactants are: [C:1]([O:5][C:6](=[O:34])[NH:7][CH2:8][C:9]#[C:10][C:11]1[CH:16]=[CH:15][CH:14]=[C:13]([C:17]([C:19]2[C:27]3[C:26](Cl)=[N:25][CH:24]=[N:23][C:22]=3[N:21]([CH:29]3[CH2:33][CH2:32][CH2:31][CH2:30]3)[CH:20]=2)=[O:18])[CH:12]=1)([CH3:4])([CH3:3])[CH3:2].[NH2:35]C1C2C(C(C3C=CC=C([N+]([O-])=O)C=3)=O)=CN(C3CCCC3)C=2N=CN=1. (7) Given the product [CH2:34]([NH:41][C:21]([C:17]1[CH:16]=[C:15]([C:12]2[CH:11]=[CH:10][C:9]([CH:8]=[C:4]3[S:3][C:2](=[O:1])[NH:6][C:5]3=[O:7])=[CH:14][CH:13]=2)[CH:20]=[CH:19][CH:18]=1)=[O:23])[C:35]1[CH:40]=[CH:39][CH:38]=[CH:37][CH:36]=1, predict the reactants needed to synthesize it. The reactants are: [O:1]=[C:2]1[NH:6][C:5](=[O:7])[C:4](=[CH:8][C:9]2[CH:14]=[CH:13][C:12]([C:15]3[CH:20]=[CH:19][CH:18]=[C:17]([C:21]([OH:23])=O)[CH:16]=3)=[CH:11][CH:10]=2)[S:3]1.ON1C2C=CC=CC=2N=N1.[CH2:34]([NH2:41])[C:35]1[CH:40]=[CH:39][CH:38]=[CH:37][CH:36]=1.Cl.CN(C)CCCN=C=NCC. (8) Given the product [CH3:36][CH:34]([C:31]1[N:30]=[C:29]([N:26]2[CH2:25][CH2:24][CH:23]([CH2:22][O:21][C:18]3[CH:17]=[CH:16][C:15]([C:8]4[CH:9]=[CH:10][C:5]([S:4][CH:2]([CH3:3])[CH3:1])=[CH:6][CH:7]=4)=[CH:20][CH:19]=3)[CH2:28][CH2:27]2)[O:33][N:32]=1)[CH3:35], predict the reactants needed to synthesize it. The reactants are: [CH3:1][CH:2]([S:4][C:5]1[CH:10]=[CH:9][C:8](B(O)O)=[CH:7][CH:6]=1)[CH3:3].Br[C:15]1[CH:20]=[CH:19][C:18]([O:21][CH2:22][CH:23]2[CH2:28][CH2:27][N:26]([C:29]3[O:33][N:32]=[C:31]([CH:34]([CH3:36])[CH3:35])[N:30]=3)[CH2:25][CH2:24]2)=[CH:17][CH:16]=1.C([O-])([O-])=O.[Na+].[Na+]. (9) Given the product [CH2:9]([N:8]([CH2:13][C:14]1[CH:15]=[CH:16][C:50]([O:49][CH2:48][C:47]([OH:40])=[O:46])=[C:25]([CH3:17])[CH:26]=1)[C:4]1[C:3]([CH3:28])=[C:2]([C:33]2[CH:34]=[CH:35][C:30]([CH3:29])=[CH:31][CH:32]=2)[CH:7]=[CH:6][CH:5]=1)[CH2:10][CH2:11][CH3:12], predict the reactants needed to synthesize it. The reactants are: Br[C:2]1[C:3]([CH3:28])=[C:4]([N:8]([CH2:13][C:14]2[CH:26]=[CH:25][C:17](OCC(OCC)=O)=[C:16](C)[CH:15]=2)[CH2:9][CH2:10][CH2:11][CH3:12])[CH:5]=[CH:6][CH:7]=1.[CH3:29][C:30]1[CH:35]=[CH:34][C:33](B(O)O)=[CH:32][CH:31]=1.C(=O)([O-])[O-:40].[Na+].[Na+].C[O:46][CH2:47][CH2:48][O:49][CH3:50]. (10) Given the product [CH3:14][O:15][C:16]1[CH:24]=[CH:23][C:19]([C:20]2[O:3][C:4]3[C:5]([C:11](=[O:13])[CH:12]=2)=[CH:6][C:7]([OH:10])=[CH:8][CH:9]=3)=[CH:18][CH:17]=1, predict the reactants needed to synthesize it. The reactants are: [OH-].[Li+].[OH:3][C:4]1[CH:9]=[CH:8][C:7]([OH:10])=[CH:6][C:5]=1[C:11](=[O:13])[CH3:12].[CH3:14][O:15][C:16]1[CH:24]=[CH:23][C:19]([C:20](Cl)=O)=[CH:18][CH:17]=1.Cl.